This data is from Full USPTO retrosynthesis dataset with 1.9M reactions from patents (1976-2016). The task is: Predict the reactants needed to synthesize the given product. (1) Given the product [Si:1]([O:8][CH2:9][C:10]1[O:11][C:12]2[C:18]([CH2:19][O:20][C:23]3[CH:28]=[CH:27][C:26]([CH2:29][CH2:30][C:31]([O:33][CH2:34][CH3:35])=[O:32])=[C:25]([CH3:36])[C:24]=3[CH3:37])=[CH:17][C:16]([F:21])=[CH:15][C:13]=2[CH:14]=1)([C:4]([CH3:7])([CH3:6])[CH3:5])([CH3:3])[CH3:2], predict the reactants needed to synthesize it. The reactants are: [Si:1]([O:8][CH2:9][C:10]1[O:11][C:12]2[C:18]([CH2:19][OH:20])=[CH:17][C:16]([F:21])=[CH:15][C:13]=2[CH:14]=1)([C:4]([CH3:7])([CH3:6])[CH3:5])([CH3:3])[CH3:2].O[C:23]1[CH:28]=[CH:27][C:26]([CH2:29][CH2:30][C:31]([O:33][CH2:34][CH3:35])=[O:32])=[C:25]([CH3:36])[C:24]=1[CH3:37].CCOC(/N=N/C(OCC)=O)=O.C1C=CC(P(C2C=CC=CC=2)C2C=CC=CC=2)=CC=1. (2) Given the product [CH3:22][S:23]([O:1][CH2:2][CH2:3][C:4]1[O:5][CH:6]=[CH:7][C:8]=1[CH2:9][CH2:10][O:11][S:23]([CH3:22])(=[O:25])=[O:24])(=[O:25])=[O:24], predict the reactants needed to synthesize it. The reactants are: [OH:1][CH2:2][CH2:3][C:4]1[O:5][CH:6]=[CH:7][C:8]=1[CH2:9][CH2:10][OH:11].C(Cl)Cl.C(N(CC)CC)C.[CH3:22][S:23](Cl)(=[O:25])=[O:24]. (3) Given the product [CH2:10]([O:9][C:8]([NH:7][CH2:6][CH2:5][CH2:4][CH2:3][C@H:2]([NH:1][C:25]([NH:24][C:20]([CH3:23])([CH3:22])[CH3:21])=[S:26])[C:18]([O:32][CH2:30][CH3:31])=[O:19])=[O:17])[C:11]1[CH:16]=[CH:15][CH:14]=[CH:13][CH:12]=1, predict the reactants needed to synthesize it. The reactants are: [NH2:1][C@H:2]([CH2:18][OH:19])[CH2:3][CH2:4][CH2:5][CH2:6][NH:7][C:8](=[O:17])[O:9][CH2:10][C:11]1[CH:16]=[CH:15][CH:14]=[CH:13][CH:12]=1.[C:20]([N:24]=[C:25]=[S:26])([CH3:23])([CH3:22])[CH3:21].[N-]=C=S.[CH2:30]([OH:32])[CH3:31]. (4) Given the product [F:8][C:9]1([F:24])[CH2:14][CH2:13][C:12]([C:2]2[N:6]([CH3:7])[N:5]=[CH:4][CH:3]=2)=[CH:11][CH2:10]1, predict the reactants needed to synthesize it. The reactants are: I[C:2]1[N:6]([CH3:7])[N:5]=[CH:4][CH:3]=1.[F:8][C:9]1([F:24])[CH2:14][CH2:13][C:12](B2OC(C)(C)C(C)(C)O2)=[CH:11][CH2:10]1.C(=O)([O-])[O-].[Cs+].[Cs+]. (5) Given the product [C:28]([N:13]([CH2:12][CH2:11][C:4]1[C:5]2[C:10](=[CH:9][CH:8]=[CH:7][CH:6]=2)[NH:2][CH:3]=1)[CH:14]1[C:22]2[C:17](=[CH:18][C:19]([C:23]([O:25][CH2:26][CH3:27])=[O:24])=[CH:20][CH:21]=2)[CH2:16][CH2:15]1)(=[O:30])[CH3:29], predict the reactants needed to synthesize it. The reactants are: Cl.[NH:2]1[C:10]2[C:5](=[CH:6][CH:7]=[CH:8][CH:9]=2)[C:4]([CH2:11][CH2:12][NH:13][CH:14]2[C:22]3[C:17](=[CH:18][C:19]([C:23]([O:25][CH2:26][CH3:27])=[O:24])=[CH:20][CH:21]=3)[CH2:16][CH2:15]2)=[CH:3]1.[C:28](Cl)(=[O:30])[CH3:29].CCN(CC)CC. (6) Given the product [CH3:25][O:26][C:27]1[CH:34]=[CH:33][CH:32]=[CH:31][C:28]=1[CH2:29][NH:30][CH2:21][C:20]1[CH:23]=[CH:24][C:17]([C:15]2[O:14][N:13]=[C:12]([CH2:1][CH2:2][CH2:3][CH2:4][CH2:5][CH2:6][CH2:7][CH2:8][CH2:9][CH2:10][CH3:11])[N:16]=2)=[CH:18][CH:19]=1, predict the reactants needed to synthesize it. The reactants are: [CH2:1]([C:12]1[N:16]=[C:15]([C:17]2[CH:24]=[CH:23][C:20]([CH:21]=O)=[CH:19][CH:18]=2)[O:14][N:13]=1)[CH2:2][CH2:3][CH2:4][CH2:5][CH2:6][CH2:7][CH2:8][CH2:9][CH2:10][CH3:11].[CH3:25][O:26][C:27]1[CH:34]=[CH:33][CH:32]=[CH:31][C:28]=1[CH2:29][NH2:30]. (7) Given the product [Cl:1][C:2]1[CH:3]=[C:4]([C@:9]23[CH2:11][C@H:10]2[CH2:12][O:13][C:14]3=[O:18])[CH:5]=[CH:6][C:7]=1[Cl:8], predict the reactants needed to synthesize it. The reactants are: [Cl:1][C:2]1[CH:3]=[C:4]([C@:9]2([C:14]#N)[CH2:11][CH:10]2[CH2:12][OH:13])[CH:5]=[CH:6][C:7]=1[Cl:8].C([OH:18])C.[OH-].[Na+].Cl. (8) The reactants are: [BH4-].[Li+].[CH2:3]([O:7][C:8]1[CH:9]=[C:10]([CH:15]=[CH:16][C:17]=1[I:18])[C:11](OC)=[O:12])[CH2:4][CH2:5][CH3:6].[Cl-].[NH4+].Cl. Given the product [CH2:3]([O:7][C:8]1[CH:9]=[C:10]([CH2:11][OH:12])[CH:15]=[CH:16][C:17]=1[I:18])[CH2:4][CH2:5][CH3:6], predict the reactants needed to synthesize it. (9) Given the product [OH:2][CH2:1][C:3]1[CH:12]=[CH:11][C:6]([C:7]([O:9][CH3:10])=[O:8])=[C:5]([CH3:13])[CH:4]=1, predict the reactants needed to synthesize it. The reactants are: [CH:1]([C:3]1[CH:12]=[CH:11][C:6]([C:7]([O:9][CH3:10])=[O:8])=[C:5]([CH3:13])[CH:4]=1)=[O:2].[BH4-].[Na+].C(O)C.